From a dataset of Reaction yield outcomes from USPTO patents with 853,638 reactions. Predict the reaction yield, written as a fraction of the theoretical maximum amount of product (1.0 means a 100% yield; for example, 0.34 means a 34% yield). (1) The reactants are CC(N=N[C:8]([C:11]#N)([CH3:10])C)(C#N)C.[OH2:13].[CH3:14][OH:15].C[C:17](=[O:20])[CH2:18]C. The catalyst is CCCCCC. The product is [C:17]([O:20][CH:8]([CH3:10])[CH2:11][O:15][CH3:14])(=[O:13])[CH3:18]. The yield is 0.600. (2) The catalyst is CN(C=O)C. The yield is 0.910. The reactants are [H-].[Na+].[Cl:3][C:4]1[CH:8]=[CH:7][NH:6][C:5]=1[C:9]([O:11][CH3:12])=[O:10].C1(P(O[NH2:28])(C2C=CC=CC=2)=O)C=CC=CC=1. The product is [NH2:28][N:6]1[CH:7]=[CH:8][C:4]([Cl:3])=[C:5]1[C:9]([O:11][CH3:12])=[O:10].